Task: Predict the reaction yield, written as a fraction of the theoretical maximum amount of product (1.0 means a 100% yield; for example, 0.34 means a 34% yield).. Dataset: Reaction yield outcomes from USPTO patents with 853,638 reactions (1) The reactants are Cl[C:2]1[C:3]([C:16]2[CH:21]=[CH:20][C:19]([F:22])=[CH:18][CH:17]=2)=[N:4][C:5]2[C:10]([N:11]=1)=[CH:9][C:8]([C:12]([O:14][CH3:15])=[O:13])=[CH:7][CH:6]=2. The catalyst is C1([C@@H](N)C)C=CC=CC=1. The product is [F:22][C:19]1[CH:20]=[CH:21][C:16]([C:3]2[C:2]([NH:4][C@H:3]([C:16]3[CH:21]=[CH:20][CH:19]=[CH:18][CH:17]=3)[CH3:2])=[N:11][C:10]3[C:5](=[CH:6][CH:7]=[C:8]([C:12]([O:14][CH3:15])=[O:13])[CH:9]=3)[N:4]=2)=[CH:17][CH:18]=1. The yield is 0.440. (2) The reactants are C[O:2][C:3](=[O:40])[CH2:4][C@H:5]1[C:9]2[CH:10]=[CH:11][C:12]([O:14][CH2:15][C:16]3[CH:17]=[C:18]([C:22]4[C:27]([CH3:28])=[C:26]([CH3:29])[C:25]([O:30][CH2:31][CH2:32][CH2:33][S:34]([CH3:37])(=[O:36])=[O:35])=[C:24]([CH3:38])[C:23]=4[CH3:39])[CH:19]=[CH:20][CH:21]=3)=[CH:13][C:8]=2[O:7][CH2:6]1.CO.[OH-].[Na+].Cl. The catalyst is O.O1CCCC1. The product is [CH3:39][C:23]1[C:24]([CH3:38])=[C:25]([O:30][CH2:31][CH2:32][CH2:33][S:34]([CH3:37])(=[O:36])=[O:35])[C:26]([CH3:29])=[C:27]([CH3:28])[C:22]=1[C:18]1[CH:19]=[CH:20][CH:21]=[C:16]([CH2:15][O:14][C:12]2[CH:11]=[CH:10][C:9]3[C@H:5]([CH2:4][C:3]([OH:40])=[O:2])[CH2:6][O:7][C:8]=3[CH:13]=2)[CH:17]=1. The yield is 0.940. (3) The reactants are [NH:1]1[CH2:4][CH:3]([C:5]2[CH:6]=[CH:7][C:8]3[O:17][CH2:16][CH2:15][C:14]4[S:13][C:12]([C:18]5[N:19]([CH:23]([CH3:25])[CH3:24])[N:20]=[CH:21][N:22]=5)=[N:11][C:10]=4[C:9]=3[CH:26]=2)[CH2:2]1.[C:27]([O-])(=[O:31])[C@@H:28]([CH3:30])[OH:29].[Na+].[OH-].[Na+]. The catalyst is CN(C=O)C.O1CCOCC1.CCOC(C)=O.O. The product is [OH:29][C@H:28]([CH3:30])[C:27]([N:1]1[CH2:4][CH:3]([C:5]2[CH:6]=[CH:7][C:8]3[O:17][CH2:16][CH2:15][C:14]4[S:13][C:12]([C:18]5[N:19]([CH:23]([CH3:24])[CH3:25])[N:20]=[CH:21][N:22]=5)=[N:11][C:10]=4[C:9]=3[CH:26]=2)[CH2:2]1)=[O:31]. The yield is 0.360. (4) The reactants are Cl[C:2]1[C:11]2[C:6](=[CH:7][C:8]([O:20][CH3:21])=[CH:9][C:10]=2[O:12][CH:13]2[CH2:18][CH2:17][N:16]([CH3:19])[CH2:15][CH2:14]2)[N:5]=[CH:4][N:3]=1.[NH2:22][C:23]1[CH:24]=[C:25]2[C:29](=[CH:30][CH:31]=1)[N:28]([CH2:32][C:33]1[CH:38]=[CH:37][CH:36]=[CH:35][N:34]=1)[N:27]=[C:26]2[Cl:39]. No catalyst specified. The product is [Cl:39][C:26]1[C:25]2[C:29](=[CH:30][CH:31]=[C:23]([NH:22][C:2]3[C:11]4[C:6](=[CH:7][C:8]([O:20][CH3:21])=[CH:9][C:10]=4[O:12][CH:13]4[CH2:18][CH2:17][N:16]([CH3:19])[CH2:15][CH2:14]4)[N:5]=[CH:4][N:3]=3)[CH:24]=2)[N:28]([CH2:32][C:33]2[CH:38]=[CH:37][CH:36]=[CH:35][N:34]=2)[N:27]=1. The yield is 0.0900. (5) The reactants are [CH3:1][O:2][C:3]1[CH:8]=[CH:7][C:6]([NH:9][C:10](=[O:20])[C:11]2[CH:16]=[CH:15][CH:14]=[CH:13][C:12]=2[N+:17]([O-])=O)=[CH:5][CH:4]=1.[OH-].[Na+]. The catalyst is C(Cl)Cl.[Zn]. The product is [CH3:1][O:2][C:3]1[CH:8]=[CH:7][C:6]([N:9]2[C:10]([OH:20])=[C:11]3[C:12]([CH:13]=[CH:14][CH:15]=[CH:16]3)=[N:17]2)=[CH:5][CH:4]=1. The yield is 0.860. (6) The reactants are [Br:1][C:2]1[CH:3]=[CH:4][C:5]([O:10][CH2:11]C)=[C:6]([CH:9]=1)C=O.ClC1C=C(C=CC=1)C(OO)=[O:18]. The catalyst is C(Cl)Cl. The product is [Br:1][C:2]1[CH:3]=[CH:4][C:5]([O:10][CH3:11])=[C:6]([OH:18])[CH:9]=1. The yield is 0.900. (7) The reactants are [CH2:1]([C@H:8]1[CH2:13][CH2:12][O:11][C:10](=[O:14])[N:9]1[C:15](=[O:30])[C@@H:16]([C@@H:21]([C:23]1[CH:24]=[N:25][C:26]([Cl:29])=[CH:27][CH:28]=1)[OH:22])[CH2:17][CH2:18][C:19]#[CH:20])[C:2]1[CH:7]=[CH:6][CH:5]=[CH:4][CH:3]=1.N1C(C)=CC=CC=1C.FC(F)(F)S(O[Si:45]([C:48]([CH3:51])([CH3:50])[CH3:49])([CH3:47])[CH3:46])(=O)=O. The catalyst is ClCCl. The product is [CH2:1]([C@H:8]1[CH2:13][CH2:12][O:11][C:10](=[O:14])[N:9]1[C:15](=[O:30])[C@@H:16]([C@H:21]([O:22][Si:45]([C:48]([CH3:51])([CH3:50])[CH3:49])([CH3:47])[CH3:46])[C:23]1[CH:24]=[N:25][C:26]([Cl:29])=[CH:27][CH:28]=1)[CH2:17][CH2:18][C:19]#[CH:20])[C:2]1[CH:3]=[CH:4][CH:5]=[CH:6][CH:7]=1. The yield is 0.970.